This data is from Full USPTO retrosynthesis dataset with 1.9M reactions from patents (1976-2016). The task is: Predict the reactants needed to synthesize the given product. (1) Given the product [NH2:2][C:11]1[C:10]2[N:31]=[C:7]([CH2:6][O:5][CH2:3][CH3:4])[N:8]([CH2:32][CH2:33][CH3:34])[C:9]=2[C:18]2[CH:17]=[C:16]([O:19][CH2:20][CH2:21][NH:22][C:23](=[O:29])[O:24][C:25]([CH3:28])([CH3:27])[CH3:26])[CH:15]=[CH:14][C:13]=2[N:12]=1, predict the reactants needed to synthesize it. The reactants are: [OH-].[NH4+:2].[CH2:3]([O:5][CH2:6][C:7]1[N:8]([CH2:32][CH2:33][CH3:34])[C:9]2[C:18]3[CH:17]=[C:16]([O:19][CH2:20][CH2:21][NH:22][C:23](=[O:29])[O:24][C:25]([CH3:28])([CH3:27])[CH3:26])[CH:15]=[CH:14][C:13]=3[N+:12]([O-])=[CH:11][C:10]=2[N:31]=1)[CH3:4].C1(C)C=CC(S(Cl)(=O)=O)=CC=1. (2) The reactants are: [NH:1]1[C:9]2[C:4](=[CH:5][CH:6]=[CH:7][CH:8]=2)[CH:3]=[CH:2]1.[C:10]1(=[O:16])[NH:14][C:13](=[O:15])[CH:12]=[CH:11]1.O. Given the product [NH:1]1[C:9]2[C:4](=[CH:5][CH:6]=[CH:7][CH:8]=2)[C:3]([CH:12]2[CH2:11][C:10](=[O:16])[NH:14][C:13]2=[O:15])=[CH:2]1, predict the reactants needed to synthesize it. (3) Given the product [I:1][C:2]1[CH:8]=[CH:7][C:5]([NH:6][CH:12]=[O:13])=[C:4]([O:9][CH3:10])[CH:3]=1, predict the reactants needed to synthesize it. The reactants are: [I:1][C:2]1[CH:8]=[CH:7][C:5]([NH2:6])=[C:4]([O:9][CH3:10])[CH:3]=1.Cl.[CH:12](O)=[O:13]. (4) The reactants are: [Br:1][C:2]1[CH:10]=[C:9]2[C:5]([C:6]([CH2:14][CH3:15])=[N:7][N:8]2C(=O)C)=[CH:4][CH:3]=1.[OH-].[Na+]. Given the product [Br:1][C:2]1[CH:10]=[C:9]2[C:5]([C:6]([CH2:14][CH3:15])=[N:7][NH:8]2)=[CH:4][CH:3]=1, predict the reactants needed to synthesize it. (5) Given the product [CH3:12][N:13]1[CH2:18][CH2:17][N:16]([CH2:7][C:6]2[CH:9]=[CH:10][CH:11]=[C:4]([N+:1]([O-:3])=[O:2])[CH:5]=2)[CH2:15][CH2:14]1, predict the reactants needed to synthesize it. The reactants are: [N+:1]([C:4]1[CH:5]=[C:6]([CH:9]=[CH:10][CH:11]=1)[CH2:7]Br)([O-:3])=[O:2].[CH3:12][N:13]1[CH2:18][CH2:17][NH:16][CH2:15][CH2:14]1.C(=O)([O-])[O-].[K+].[K+]. (6) The reactants are: [C:1](Cl)(=[O:4])[CH2:2][CH3:3].[NH:6]1[CH2:10][CH2:9][C@H:8]([OH:11])[CH2:7]1.CCN(CC)CC.C([O-])(O)=O.[Na+]. Given the product [OH:11][C@H:8]1[CH2:9][CH2:10][N:6]([C:1](=[O:4])[CH2:2][CH3:3])[CH2:7]1, predict the reactants needed to synthesize it. (7) Given the product [Cl:20][C:6]1[C:5]2[C:10](=[CH:11][C:12]([O:13][CH3:14])=[C:3]([O:2][CH3:1])[CH:4]=2)[N:9]=[CH:8][C:7]=1[C:15]#[N:16], predict the reactants needed to synthesize it. The reactants are: [CH3:1][O:2][C:3]1[CH:4]=[C:5]2[C:10](=[CH:11][C:12]=1[O:13][CH3:14])[NH:9][CH:8]=[C:7]([C:15]#[N:16])[C:6]2=O.O=P(Cl)(Cl)[Cl:20].C([O-])([O-])=O.[K+].[K+].